Dataset: Reaction yield outcomes from USPTO patents with 853,638 reactions. Task: Predict the reaction yield, written as a fraction of the theoretical maximum amount of product (1.0 means a 100% yield; for example, 0.34 means a 34% yield). (1) The reactants are [CH3:1][C:2]([NH2:6])([CH3:5])[CH2:3][NH2:4].[CH3:7][C:8]([O:11][C:12](O[C:12]([O:11][C:8]([CH3:10])([CH3:9])[CH3:7])=[O:13])=[O:13])([CH3:10])[CH3:9].C(N(CC)CC)C. The catalyst is ClCCl. The product is [NH2:6][C:2]([CH3:5])([CH3:1])[CH2:3][NH:4][C:12](=[O:13])[O:11][C:8]([CH3:10])([CH3:9])[CH3:7]. The yield is 0.860. (2) The reactants are [OH:1][C:2]1[CH:3]=[C:4]([CH:8]=[CH:9][C:10]=1[O:11][CH3:12])[C:5]([OH:7])=[O:6].S(=O)(=O)(O)O.[CH3:18]O. No catalyst specified. The product is [CH3:18][O:6][C:5](=[O:7])[C:4]1[CH:8]=[CH:9][C:10]([O:11][CH3:12])=[C:2]([OH:1])[CH:3]=1. The yield is 0.910. (3) The reactants are [CH2:1]([N:3]=[C:4]=[O:5])[CH3:2].[N:6]1([CH2:11][CH2:12][CH2:13][NH2:14])[CH2:10][CH2:9][CH2:8][CH2:7]1. The catalyst is C(Cl)(Cl)Cl. The product is [CH2:1]([NH:3][C:4]([NH:14][CH2:13][CH2:12][CH2:11][N:6]1[CH2:10][CH2:9][CH2:8][CH2:7]1)=[O:5])[CH3:2]. The yield is 0.964.